This data is from Reaction yield outcomes from USPTO patents with 853,638 reactions. The task is: Predict the reaction yield, written as a fraction of the theoretical maximum amount of product (1.0 means a 100% yield; for example, 0.34 means a 34% yield). The reactants are OS(O)(=O)=O.[N+:6]([O-:9])(O)=[O:7].[F:10][C:11]1[C:19]([F:20])=[C:18]([F:21])[CH:17]=[CH:16][C:12]=1[C:13]([OH:15])=[O:14]. No catalyst specified. The product is [F:10][C:11]1[C:19]([F:20])=[C:18]([F:21])[C:17]([N+:6]([O-:9])=[O:7])=[CH:16][C:12]=1[C:13]([OH:15])=[O:14]. The yield is 0.920.